This data is from Forward reaction prediction with 1.9M reactions from USPTO patents (1976-2016). The task is: Predict the product of the given reaction. (1) The product is: [Cl:9][C:6]1[C:7]([OH:8])=[C:2]([NH:1][S:11]([C:14]2[CH:15]=[C:16]([CH:21]=[CH:22][CH:23]=2)[C:17]([O:19][CH3:20])=[O:18])(=[O:13])=[O:12])[CH:3]=[N:4][CH:5]=1. Given the reactants [NH2:1][C:2]1[CH:3]=[N:4][CH:5]=[C:6]([Cl:9])[C:7]=1[OH:8].Cl[S:11]([C:14]1[CH:15]=[C:16]([CH:21]=[CH:22][CH:23]=1)[C:17]([O:19][CH3:20])=[O:18])(=[O:13])=[O:12], predict the reaction product. (2) Given the reactants [Cl:1][C:2]1[N:7]=[C:6](Cl)[CH:5]=[C:4]([CH2:9][CH2:10][CH3:11])[N:3]=1.[NH:12]1[CH2:17][CH2:16][O:15][CH2:14][CH2:13]1, predict the reaction product. The product is: [Cl:1][C:2]1[N:7]=[C:6]([N:12]2[CH2:17][CH2:16][O:15][CH2:14][CH2:13]2)[CH:5]=[C:4]([CH2:9][CH2:10][CH3:11])[N:3]=1. (3) Given the reactants [N+]([C:3]1[CH:4]=[C:5]2[C:10](=[CH:11][CH:12]=1)[C:9]([NH2:13])=[N:8][CH:7]=[CH:6]2)#[C-].[NH3:14].[H][H].[CH3:17]O, predict the reaction product. The product is: [NH2:14][CH2:17][C:3]1[CH:4]=[C:5]2[C:10](=[CH:11][CH:12]=1)[C:9]([NH2:13])=[N:8][CH:7]=[CH:6]2.